From a dataset of Full USPTO retrosynthesis dataset with 1.9M reactions from patents (1976-2016). Predict the reactants needed to synthesize the given product. (1) Given the product [ClH:18].[ClH:18].[CH2:11]1[C@H:10]2[CH2:9][NH:8][CH2:17][CH2:16][N:15]2[CH2:14][CH2:13][O:12]1, predict the reactants needed to synthesize it. The reactants are: C1(C[N:8]2[CH2:17][CH2:16][N:15]3[C@@H:10]([CH2:11][O:12][CH2:13][CH2:14]3)[CH2:9]2)C=CC=CC=1.[ClH:18]. (2) Given the product [CH3:5][S:6][C:7]1[CH:12]=[C:11]([CH:25]=[O:26])[C:10]([OH:13])=[CH:9][CH:8]=1, predict the reactants needed to synthesize it. The reactants are: C([Mg]Br)C.[CH3:5][S:6][C:7]1[CH:12]=[CH:11][C:10]([OH:13])=[CH:9][CH:8]=1.CN(C)P(N(C)C)(N(C)C)=O.[CH2:25]=[O:26]. (3) Given the product [CH2:44]([N:46]([CH2:47][C:48]([OH:53])([CH2:54][NH:55][C:56]1[CH:64]=[C:63]([CH3:65])[CH:62]=[C:61]2[C:57]=1[CH:58]=[N:59][N:60]2[C:66]1[CH:71]=[CH:70][CH:69]=[CH:68][CH:67]=1)[C:49]([F:52])([F:51])[F:50])[C:4](=[O:6])[C:3]1[CH:7]=[CH:8][CH:9]=[CH:10][C:2]=1[CH3:1])[CH3:45], predict the reactants needed to synthesize it. The reactants are: [CH3:1][C:2]1[CH:10]=[CH:9][CH:8]=[CH:7][C:3]=1[C:4]([OH:6])=O.F[P-](F)(F)(F)(F)F.N1(OC(N(C)C)=[N+](C)C)C2N=CC=CC=2N=N1.C(N(CC)C(C)C)(C)C.[CH2:44]([NH:46][CH2:47][C:48]([CH2:54][NH:55][C:56]1[CH:64]=[C:63]([CH3:65])[CH:62]=[C:61]2[C:57]=1[CH:58]=[N:59][N:60]2[C:66]1[CH:71]=[CH:70][CH:69]=[CH:68][CH:67]=1)([OH:53])[C:49]([F:52])([F:51])[F:50])[CH3:45].